The task is: Predict the product of the given reaction.. This data is from Forward reaction prediction with 1.9M reactions from USPTO patents (1976-2016). Given the reactants [Cl:1][C:2]1[CH:7]=[CH:6][C:5]([N+:8]([O-])=O)=[CH:4][C:3]=1[C:11]1[CH:38]=[C:37]([CH3:39])[C:14]2[N:15]=[C:16]([NH:19][C:20]3[CH:25]=[CH:24][C:23]([S:26]([NH:29][CH2:30][CH2:31][N:32]4[CH2:36][CH2:35][CH2:34][CH2:33]4)(=[O:28])=[O:27])=[CH:22][CH:21]=3)[N:17]=[N:18][C:13]=2[CH:12]=1, predict the reaction product. The product is: [NH2:8][C:5]1[CH:6]=[CH:7][C:2]([Cl:1])=[C:3]([C:11]2[CH:38]=[C:37]([CH3:39])[C:14]3[N:15]=[C:16]([NH:19][C:20]4[CH:21]=[CH:22][C:23]([S:26]([NH:29][CH2:30][CH2:31][N:32]5[CH2:36][CH2:35][CH2:34][CH2:33]5)(=[O:27])=[O:28])=[CH:24][CH:25]=4)[N:17]=[N:18][C:13]=3[CH:12]=2)[CH:4]=1.